Task: Predict the reaction yield, written as a fraction of the theoretical maximum amount of product (1.0 means a 100% yield; for example, 0.34 means a 34% yield).. Dataset: Reaction yield outcomes from USPTO patents with 853,638 reactions (1) The reactants are [C:1]([O:5][C:6]([NH:8][C@H:9]1[CH2:17][O:16][C:15](=[O:18])[C@H:14]([CH2:19][C:20]([OH:22])=[O:21])[C@@H:13]([O:23][C:24](=[O:28])[CH:25]([CH3:27])[CH3:26])[C@H:12]([CH3:29])[O:11][C:10]1=[O:30])=[O:7])([CH3:4])([CH3:3])[CH3:2].[C:31](O)([CH3:34])([CH3:33])[CH3:32].C(=NC(C)C)=NC(C)C. The catalyst is C(Cl)Cl.CN(C1C=CN=CC=1)C. The product is [C:24]([O:23][C@@H:13]1[C@@H:14]([CH2:19][C:20]([O:22][C:31]([CH3:34])([CH3:33])[CH3:32])=[O:21])[C:15](=[O:18])[O:16][CH2:17][C@H:9]([NH:8][C:6]([O:5][C:1]([CH3:2])([CH3:4])[CH3:3])=[O:7])[C:10](=[O:30])[O:11][C@H:12]1[CH3:29])(=[O:28])[CH:25]([CH3:26])[CH3:27]. The yield is 0.840. (2) The reactants are [OH:1][C:2]1[N:7]=[CH:6][C:5]([N:8]2[C:12]([CH3:14])([CH3:13])[C:11](=[O:15])[N:10]([C:16]3[CH:23]=[CH:22][C:19]([C:20]#[N:21])=[C:18]([C:24]([F:27])([F:26])[F:25])[CH:17]=3)[C:9]2=[S:28])=[CH:4][CH:3]=1.[O:29]1[CH2:33][CH2:32][C@H:31](OS(C2C=CC(C)=CC=2)(=O)=O)[CH2:30]1.C(=O)([O-])[O-].[Cs+].[Cs+].[Cl-].[Na+]. The catalyst is CN(C)C(=O)C. The product is [CH3:13][C:12]1([CH3:14])[C:11](=[O:15])[N:10]([C:16]2[CH:23]=[CH:22][C:19]([C:20]#[N:21])=[C:18]([C:24]([F:25])([F:27])[F:26])[CH:17]=2)[C:9](=[S:28])[N:8]1[C:5]1[CH:6]=[N:7][C:2]([O:1][C@@H:31]2[CH2:32][CH2:33][O:29][CH2:30]2)=[CH:3][CH:4]=1. The yield is 0.403. (3) The reactants are [CH2:1](N(CC)CC)[CH3:2].CCl.[NH2:10][C@H:11]([C:14]([OH:16])=[O:15])[CH2:12][OH:13].Cl.[CH2:18](OC(=N)C)C. The catalyst is ClCCl. The product is [CH3:1][C:2]1[O:13][CH2:12][CH:11]([C:14]([O:16][CH3:18])=[O:15])[N:10]=1. The yield is 0.720. (4) The reactants are Cl[C:2]1[NH:3][C:4]([C:9]2[CH:14]=[CH:13][CH:12]=[CH:11][C:10]=2[F:15])=[CH:5][C:6]=1[C:7]#[N:8].C(N(C(C)C)CC)(C)C. The catalyst is C(O)C. The product is [F:15][C:10]1[CH:11]=[CH:12][CH:13]=[CH:14][C:9]=1[C:4]1[NH:3][CH:2]=[C:6]([C:7]#[N:8])[CH:5]=1. The yield is 0.907. (5) The reactants are [C:1](/[C:3](=[C:7]1/[C:8]2[CH:27]=[CH:26][CH:25]=[CH:24][C:9]=2[O:10][CH2:11][C:12]2[CH:17]=[C:16]([C:18](OCCC)=[O:19])[CH:15]=[CH:14][C:13]/1=2)/[CH2:4][CH2:5][CH3:6])#[N:2].C(/C(=C1\C2C=CC=CC=2OCC2C=C(C(OCCC)=O)C=CC\1=2)/CCC)#N.C(C1(/C=C2\C3C=CC=CC=3OCC3C=C(C(OCCC)=O)C=CC\2=3)CC1)#N. No catalyst specified. The product is [OH:19][CH2:18][C:16]1[CH:15]=[CH:14][C:13]2/[C:7](=[C:3](/[CH2:4][CH2:5][CH3:6])\[C:1]#[N:2])/[C:8]3[CH:27]=[CH:26][CH:25]=[CH:24][C:9]=3[O:10][CH2:11][C:12]=2[CH:17]=1. The yield is 0.410. (6) The reactants are [NH2:1][C:2]1[N:10]=[C:9]([CH:11]([OH:15])[CH2:12][CH2:13][CH3:14])[N:8]=[C:7]2[C:3]=1[N:4]=[C:5]([N:17]1[N:21]=[CH:20][CH:19]=[N:18]1)[N:6]2[CH3:16]. The catalyst is C(Cl)Cl.O=[Mn]=O. The product is [NH2:1][C:2]1[N:10]=[C:9]([C:11](=[O:15])[CH2:12][CH2:13][CH3:14])[N:8]=[C:7]2[C:3]=1[N:4]=[C:5]([N:17]1[N:21]=[CH:20][CH:19]=[N:18]1)[N:6]2[CH3:16]. The yield is 0.400. (7) The reactants are [N:1]1[C:6]2[CH2:7][CH2:8][CH2:9][CH2:10][CH2:11][CH2:12][C:5]=2[C:4](O)=[N:3][CH:2]=1.O=P(Cl)(Cl)[Cl:16].[OH-].[NH4+]. No catalyst specified. The product is [Cl:16][C:4]1[C:5]2[CH2:12][CH2:11][CH2:10][CH2:9][CH2:8][CH2:7][C:6]=2[N:1]=[CH:2][N:3]=1. The yield is 0.980. (8) The reactants are C([O:3][C:4]([C:6]1([C:11]2[CH:16]=[C:15]([O:17][CH2:18][C:19]([F:22])([F:21])[F:20])[C:14]([C:23]3[CH:28]=[CH:27][C:26]([C:29]([F:32])([F:31])[F:30])=[CH:25][CH:24]=3)=[C:13]([Cl:33])[CH:12]=2)[CH2:10][CH2:9][CH2:8][CH2:7]1)=[O:5])C.[Li+].[OH-]. The catalyst is CO.C1COCC1.O. The product is [Cl:33][C:13]1[CH:12]=[C:11]([C:6]2([C:4]([OH:5])=[O:3])[CH2:7][CH2:8][CH2:9][CH2:10]2)[CH:16]=[C:15]([O:17][CH2:18][C:19]([F:21])([F:22])[F:20])[C:14]=1[C:23]1[CH:24]=[CH:25][C:26]([C:29]([F:30])([F:31])[F:32])=[CH:27][CH:28]=1. The yield is 0.730. (9) The reactants are [CH3:1][O:2][CH2:3][CH2:4][CH2:5][S:6][C:7]1[CH:12]=[CH:11][C:10](B(O)O)=[CH:9][CH:8]=1.Br[C:17]1[N:22]=[CH:21][C:20]([O:23][CH2:24][CH:25]2[CH2:30][CH2:29][N:28]([C:31]([O:33][C:34]([CH3:37])([CH3:36])[CH3:35])=[O:32])[CH2:27][CH2:26]2)=[CH:19][CH:18]=1.C([O-])([O-])=O.[Na+].[Na+]. The catalyst is COCCOC.Cl[Pd](Cl)([P](C1C=CC=CC=1)(C1C=CC=CC=1)C1C=CC=CC=1)[P](C1C=CC=CC=1)(C1C=CC=CC=1)C1C=CC=CC=1. The product is [CH3:1][O:2][CH2:3][CH2:4][CH2:5][S:6][C:7]1[CH:12]=[CH:11][C:10]([C:17]2[N:22]=[CH:21][C:20]([O:23][CH2:24][CH:25]3[CH2:26][CH2:27][N:28]([C:31]([O:33][C:34]([CH3:37])([CH3:36])[CH3:35])=[O:32])[CH2:29][CH2:30]3)=[CH:19][CH:18]=2)=[CH:9][CH:8]=1. The yield is 0.860.